The task is: Predict the product of the given reaction.. This data is from Forward reaction prediction with 1.9M reactions from USPTO patents (1976-2016). (1) Given the reactants [N:1]1[C:2]([C:10]([O:12]CC)=[O:11])=[CH:3][N:4]2[CH:9]=[CH:8][CH:7]=[CH:6][C:5]=12.[OH-].[Li+].Cl, predict the reaction product. The product is: [N:1]1[C:2]([C:10]([OH:12])=[O:11])=[CH:3][N:4]2[CH:9]=[CH:8][CH:7]=[CH:6][C:5]=12. (2) The product is: [Br:23][C:11]1[CH:10]=[CH:9][C:8]2[NH:7][C:6]3[C:14]([C:13]=2[CH:12]=1)=[CH:15][C:3]([O:2][CH3:1])=[CH:4][CH:5]=3. Given the reactants [CH3:1][O:2][C:3]1[CH:4]=[CH:5][C:6]2[NH:7][C:8]3[C:13]([C:14]=2[CH:15]=1)=[CH:12][CH:11]=[CH:10][CH:9]=3.C1C(=O)N([Br:23])C(=O)C1.O, predict the reaction product. (3) Given the reactants [Mg].COCCO[AlH2-]OCCOC.[Na+].Cl[CH2:15][CH2:16][CH2:17][CH2:18][CH2:19][CH2:20][O:21][CH:22]1[CH2:27][CH2:26][CH2:25][CH2:24][O:23]1.[F:28][C:29]([F:37])([F:36])[C:30]([C:32]([F:35])([F:34])[F:33])=[O:31].CC(C)=O.C(=O)=O, predict the reaction product. The product is: [F:28][C:29]([F:37])([F:36])[C:30]([C:32]([F:35])([F:34])[F:33])([OH:31])[CH2:15][CH2:16][CH2:17][CH2:18][CH2:19][CH2:20][O:21][CH:22]1[CH2:27][CH2:26][CH2:25][CH2:24][O:23]1. (4) The product is: [CH:36]1([CH2:41][CH2:42][C:43]([N:16]([CH2:17][C:18]2[CH:19]=[CH:20][C:21]([O:28][CH2:29][C:30]([O:32][CH3:33])=[O:31])=[C:22]([CH:27]=2)[C:23]([O:25][CH3:26])=[O:24])[CH2:15][C:14]2[CH:34]=[CH:35][C:11]([C:1]#[C:2][CH2:3][CH2:4][CH2:5][CH2:6][CH2:7][CH2:8][CH2:9][CH3:10])=[CH:12][CH:13]=2)=[O:44])[CH2:40][CH2:39][CH2:38][CH2:37]1. Given the reactants [C:1]([C:11]1[CH:35]=[CH:34][C:14]([CH2:15][NH:16][CH2:17][C:18]2[CH:19]=[CH:20][C:21]([O:28][CH2:29][C:30]([O:32][CH3:33])=[O:31])=[C:22]([CH:27]=2)[C:23]([O:25][CH3:26])=[O:24])=[CH:13][CH:12]=1)#[C:2][CH2:3][CH2:4][CH2:5][CH2:6][CH2:7][CH2:8][CH2:9][CH3:10].[CH:36]1([CH2:41][CH2:42][C:43](Cl)=[O:44])[CH2:40][CH2:39][CH2:38][CH2:37]1, predict the reaction product. (5) The product is: [F:17][C:11]1[CH:12]=[C:13]([F:16])[CH:14]=[CH:15][C:10]=1/[CH:9]=[CH:8]/[C:5]1[O:6][CH:7]=[C:3]([CH2:2][O:38][C:35]2[CH:34]=[CH:33][C:32]([CH2:31][CH2:30][CH2:29][CH2:28][N:24]3[CH:25]=[CH:26][N:27]=[C:23]3[CH2:22][S:19]([CH3:18])(=[O:21])=[O:20])=[CH:37][CH:36]=2)[N:4]=1. Given the reactants Cl[CH2:2][C:3]1[N:4]=[C:5](/[CH:8]=[CH:9]/[C:10]2[CH:15]=[CH:14][C:13]([F:16])=[CH:12][C:11]=2[F:17])[O:6][CH:7]=1.[CH3:18][S:19]([CH2:22][C:23]1[N:24]([CH2:28][CH2:29][CH2:30][CH2:31][C:32]2[CH:37]=[CH:36][C:35]([OH:38])=[CH:34][CH:33]=2)[CH:25]=[CH:26][N:27]=1)(=[O:21])=[O:20].[H-].[Na+], predict the reaction product.